This data is from Forward reaction prediction with 1.9M reactions from USPTO patents (1976-2016). The task is: Predict the product of the given reaction. (1) Given the reactants [CH2:1]([O:8][C:9](=[O:14])[C@H:10]([CH2:12][OH:13])[NH2:11])[C:2]1[CH:7]=[CH:6][CH:5]=[CH:4][CH:3]=1.[C:15]([O:27][C@H:28]([CH2:33][CH2:34][CH2:35][CH2:36][CH2:37][CH2:38][CH2:39][CH2:40][CH2:41][CH2:42][CH3:43])[CH2:29][C:30](O)=[O:31])(=[O:26])[CH2:16][CH2:17][CH2:18][CH2:19][CH2:20][CH2:21][CH2:22][CH2:23][CH2:24][CH3:25].C(Cl)CCl.CI, predict the reaction product. The product is: [CH2:1]([O:8][C:9](=[O:14])[C@H:10]([CH2:12][OH:13])[NH:11][C:30](=[O:31])[CH2:29][C@H:28]([O:27][C:15](=[O:26])[CH2:16][CH2:17][CH2:18][CH2:19][CH2:20][CH2:21][CH2:22][CH2:23][CH2:24][CH3:25])[CH2:33][CH2:34][CH2:35][CH2:36][CH2:37][CH2:38][CH2:39][CH2:40][CH2:41][CH2:42][CH3:43])[C:2]1[CH:7]=[CH:6][CH:5]=[CH:4][CH:3]=1. (2) Given the reactants Br[C:2]1[C:10]2[C:6](=[N:7][O:8][N:9]=2)[CH:5]=[C:4]([Br:11])[CH:3]=1.[CH2:12]([NH2:19])[C:13]1[CH:18]=[CH:17][CH:16]=[CH:15][CH:14]=1, predict the reaction product. The product is: [CH2:12]([NH:19][C:2]1[C:10]2[C:6](=[N:7][O:8][N:9]=2)[CH:5]=[C:4]([Br:11])[CH:3]=1)[C:13]1[CH:18]=[CH:17][CH:16]=[CH:15][CH:14]=1. (3) The product is: [CH:27]1([C@H:25]([N:7]([CH2:6][C:4]2[N:3]=[N:2][N:1]([CH3:31])[CH:5]=2)[C:8](=[O:24])[O:9][CH2:10][CH:11]2[C:12]3[CH:13]=[CH:14][CH:15]=[CH:16][C:17]=3[C:18]3[C:23]2=[CH:22][CH:21]=[CH:20][CH:19]=3)[CH3:26])[CH2:28][CH2:29][CH2:30]1. Given the reactants [NH:1]1[CH:5]=[C:4]([CH2:6][N:7]([C@@H:25]([CH:27]2[CH2:30][CH2:29][CH2:28]2)[CH3:26])[C:8](=[O:24])[O:9][CH2:10][CH:11]2[C:23]3[CH:22]=[CH:21][CH:20]=[CH:19][C:18]=3[C:17]3[C:12]2=[CH:13][CH:14]=[CH:15][CH:16]=3)[N:3]=[N:2]1.[C:31]([O-])([O-])=O.[K+].[K+].CI, predict the reaction product. (4) The product is: [Cl:1][C:2]1[CH:3]=[C:4]([O:8][CH2:9][CH:10]2[CH2:14][CH2:13][CH2:12][N:11]2[C:18]([NH2:19])=[O:17])[CH:5]=[N:6][CH:7]=1. Given the reactants [Cl:1][C:2]1[CH:3]=[C:4]([O:8][CH2:9][CH:10]2[CH2:14][CH2:13][CH2:12][N:11]2O)[CH:5]=[N:6][CH:7]=1.Cl.[O-:17][C:18]#[N:19].[K+], predict the reaction product. (5) Given the reactants CC(C)([O-])C.[K+].[F:7][C:8]([F:28])([F:27])[C:9]1[CH:10]=[C:11]([CH:20]=[C:21]([C:23]([F:26])([F:25])[F:24])[CH:22]=1)[CH2:12][NH:13][C:14]1[CH:19]=[CH:18][CH:17]=[CH:16][CH:15]=1.Br[CH2:30][C:31]1[CH:36]=[C:35]([C:37]([F:40])([F:39])[F:38])[CH:34]=[CH:33][C:32]=1[C:41]1[CH:46]=[C:45]([CH:47]([CH3:49])[CH3:48])[C:44]([F:50])=[CH:43][C:42]=1[O:51][CH3:52], predict the reaction product. The product is: [F:7][C:8]([F:27])([F:28])[C:9]1[CH:10]=[C:11]([CH:20]=[C:21]([C:23]([F:26])([F:24])[F:25])[CH:22]=1)[CH2:12][N:13]([CH2:30][C:31]1[CH:36]=[C:35]([C:37]([F:38])([F:39])[F:40])[CH:34]=[CH:33][C:32]=1[C:41]1[CH:46]=[C:45]([CH:47]([CH3:49])[CH3:48])[C:44]([F:50])=[CH:43][C:42]=1[O:51][CH3:52])[C:14]1[CH:15]=[CH:16][CH:17]=[CH:18][CH:19]=1. (6) Given the reactants [CH3:1][C:2]1[CH:9]=[C:8]([CH3:10])[CH:7]=[C:6]([CH3:11])[C:3]=1[CH2:4]Cl.[F:12][C:13]([F:36])([C:17]1[CH:25]=[C:24]2[C:20]([C:21]([CH3:35])=[N:22][N:23]2CC2C(C)=CC=CC=2C)=[CH:19][CH:18]=1)[C:14]([OH:16])=[O:15], predict the reaction product. The product is: [F:36][C:13]([F:12])([C:17]1[CH:25]=[C:24]2[C:20]([C:21]([CH3:35])=[N:22][N:23]2[CH2:4][C:3]2[C:2]([CH3:1])=[CH:9][C:8]([CH3:10])=[CH:7][C:6]=2[CH3:11])=[CH:19][CH:18]=1)[C:14]([OH:16])=[O:15]. (7) The product is: [NH2:1][C:2]1[C:11]([C:19]2[CH:20]=[CH:21][C:16]([O:15][CH3:14])=[CH:17][CH:18]=2)=[N:10][C:9]([C:19]2[CH:20]=[CH:21][C:16]([O:15][CH3:14])=[CH:17][CH:18]=2)=[CH:8][C:3]=1[C:4]([O:6][CH3:7])=[O:5]. Given the reactants [NH2:1][C:2]1[C:11](Br)=[N:10][C:9](Br)=[CH:8][C:3]=1[C:4]([O:6][CH3:7])=[O:5].[CH3:14][O:15][C:16]1[CH:21]=[CH:20][C:19](B(O)O)=[CH:18][CH:17]=1.[F-].[Cs+], predict the reaction product.